The task is: Regression. Given two drug SMILES strings and cell line genomic features, predict the synergy score measuring deviation from expected non-interaction effect.. This data is from NCI-60 drug combinations with 297,098 pairs across 59 cell lines. Drug 1: CC(C1=C(C=CC(=C1Cl)F)Cl)OC2=C(N=CC(=C2)C3=CN(N=C3)C4CCNCC4)N. Drug 2: CNC(=O)C1=NC=CC(=C1)OC2=CC=C(C=C2)NC(=O)NC3=CC(=C(C=C3)Cl)C(F)(F)F. Cell line: NCI-H460. Synergy scores: CSS=9.51, Synergy_ZIP=-1.01, Synergy_Bliss=-5.21, Synergy_Loewe=-8.14, Synergy_HSA=-6.48.